This data is from NCI-60 drug combinations with 297,098 pairs across 59 cell lines. The task is: Regression. Given two drug SMILES strings and cell line genomic features, predict the synergy score measuring deviation from expected non-interaction effect. (1) Drug 1: COC1=C(C=C2C(=C1)N=CN=C2NC3=CC(=C(C=C3)F)Cl)OCCCN4CCOCC4. Drug 2: C1=CN(C=N1)CC(O)(P(=O)(O)O)P(=O)(O)O. Cell line: RXF 393. Synergy scores: CSS=17.3, Synergy_ZIP=-7.95, Synergy_Bliss=-9.44, Synergy_Loewe=-7.02, Synergy_HSA=-5.29. (2) Drug 1: CC12CCC(CC1=CCC3C2CCC4(C3CC=C4C5=CN=CC=C5)C)O. Drug 2: CCN(CC)CCCC(C)NC1=C2C=C(C=CC2=NC3=C1C=CC(=C3)Cl)OC. Cell line: KM12. Synergy scores: CSS=25.8, Synergy_ZIP=0.379, Synergy_Bliss=-0.0945, Synergy_Loewe=-4.71, Synergy_HSA=0.330. (3) Drug 1: CC12CCC(CC1=CCC3C2CCC4(C3CC=C4C5=CN=CC=C5)C)O. Drug 2: C1=CC(=CC=C1CC(C(=O)O)N)N(CCCl)CCCl.Cl. Cell line: NCI-H460. Synergy scores: CSS=16.5, Synergy_ZIP=0.795, Synergy_Bliss=0.501, Synergy_Loewe=-13.5, Synergy_HSA=-0.966. (4) Drug 1: C1=CN(C(=O)N=C1N)C2C(C(C(O2)CO)O)O.Cl. Drug 2: CS(=O)(=O)CCNCC1=CC=C(O1)C2=CC3=C(C=C2)N=CN=C3NC4=CC(=C(C=C4)OCC5=CC(=CC=C5)F)Cl. Cell line: NCI-H322M. Synergy scores: CSS=14.7, Synergy_ZIP=-9.49, Synergy_Bliss=-3.65, Synergy_Loewe=-8.47, Synergy_HSA=-4.38. (5) Drug 1: C1=CC(=CC=C1CCCC(=O)O)N(CCCl)CCCl. Drug 2: CC1=C(C=C(C=C1)C(=O)NC2=CC(=CC(=C2)C(F)(F)F)N3C=C(N=C3)C)NC4=NC=CC(=N4)C5=CN=CC=C5. Cell line: HCC-2998. Synergy scores: CSS=-1.96, Synergy_ZIP=-4.10, Synergy_Bliss=-4.16, Synergy_Loewe=-10.8, Synergy_HSA=-9.29. (6) Drug 1: C1C(C(OC1N2C=NC3=C(N=C(N=C32)Cl)N)CO)O. Drug 2: CC1=C(C=C(C=C1)C(=O)NC2=CC(=CC(=C2)C(F)(F)F)N3C=C(N=C3)C)NC4=NC=CC(=N4)C5=CN=CC=C5. Cell line: HL-60(TB). Synergy scores: CSS=37.6, Synergy_ZIP=0.761, Synergy_Bliss=-1.83, Synergy_Loewe=-26.7, Synergy_HSA=-6.84. (7) Drug 1: C1CN1P(=S)(N2CC2)N3CC3. Drug 2: CC(C)CN1C=NC2=C1C3=CC=CC=C3N=C2N. Cell line: KM12. Synergy scores: CSS=15.8, Synergy_ZIP=-4.12, Synergy_Bliss=-3.95, Synergy_Loewe=-1.22, Synergy_HSA=-1.12. (8) Drug 1: CCC1(CC2CC(C3=C(CCN(C2)C1)C4=CC=CC=C4N3)(C5=C(C=C6C(=C5)C78CCN9C7C(C=CC9)(C(C(C8N6C=O)(C(=O)OC)O)OC(=O)C)CC)OC)C(=O)OC)O.OS(=O)(=O)O. Drug 2: C1C(C(OC1N2C=NC3=C(N=C(N=C32)Cl)N)CO)O. Cell line: OVCAR-8. Synergy scores: CSS=41.9, Synergy_ZIP=-0.119, Synergy_Bliss=-1.74, Synergy_Loewe=-9.69, Synergy_HSA=-1.94.